From a dataset of Forward reaction prediction with 1.9M reactions from USPTO patents (1976-2016). Predict the product of the given reaction. (1) Given the reactants C1(C2C=CC=CC=2)C=CC(S(N[C:11]([NH:13][CH2:14][CH2:15][C:16]2[CH:21]=[CH:20][C:19]([N:22]3[C:26]4=[N:27][C:28]([CH3:32])=[CH:29][C:30]([CH3:31])=[C:25]4[N:24]=[C:23]3[CH2:33][CH3:34])=[CH:18][CH:17]=2)=[O:12])(=O)=O)=CC=1.[Cl:41][C:42]1[S:46][C:45]([S:47]([NH2:50])(=[O:49])=[O:48])=[CH:44][CH:43]=1, predict the reaction product. The product is: [Cl:41][C:42]1[S:46][C:45]([S:47]([NH:50][C:11]([NH:13][CH2:14][CH2:15][C:16]2[CH:21]=[CH:20][C:19]([N:22]3[C:26]4=[N:27][C:28]([CH3:32])=[CH:29][C:30]([CH3:31])=[C:25]4[N:24]=[C:23]3[CH2:33][CH3:34])=[CH:18][CH:17]=2)=[O:12])(=[O:49])=[O:48])=[CH:44][CH:43]=1. (2) Given the reactants [S:1]1[CH2:5][C:4](=[O:6])[NH:3][C:2]1=[O:7].[Br:8][C:9]1[N:14]=[C:13]([CH:15]=O)[CH:12]=[CH:11][CH:10]=1.C(O)(=O)C.N1CCCCC1, predict the reaction product. The product is: [Br:8][C:9]1[N:14]=[C:13](/[CH:15]=[C:5]2/[C:4](=[O:6])[NH:3][C:2](=[O:7])[S:1]/2)[CH:12]=[CH:11][CH:10]=1. (3) Given the reactants [Br:1][C:2]1[CH:8]=[CH:7][C:5]([NH2:6])=[C:4]([F:9])[CH:3]=1.[C:10](=[O:13])(O)[O-:11].[Na+].C(OC(Cl)=O)[C:16]1[CH:21]=[CH:20][CH:19]=[CH:18][CH:17]=1, predict the reaction product. The product is: [Br:1][C:2]1[CH:8]=[CH:7][C:5]([NH:6][C:10](=[O:13])[O:11][C:16]2[CH:21]=[CH:20][CH:19]=[CH:18][CH:17]=2)=[C:4]([F:9])[CH:3]=1. (4) Given the reactants [C:1]([N:8]1[CH2:13][CH2:12][CH2:11][CH2:10][C:9]1=O)([O:3][C:4]([CH3:7])([CH3:6])[CH3:5])=[O:2].[CH:15]1([NH2:21])[CH2:20][CH2:19][CH2:18][CH2:17][CH2:16]1.C(O[BH-](OC(=O)C)OC(=O)C)(=O)C.[Na+].CO, predict the reaction product. The product is: [CH:15]1([NH:21][CH:11]2[CH2:12][CH2:13][N:8]([C:1]([O:3][C:4]([CH3:7])([CH3:6])[CH3:5])=[O:2])[CH2:9][CH2:10]2)[CH2:20][CH2:19][CH2:18][CH2:17][CH2:16]1. (5) Given the reactants [CH2:1]([N:3]([C:10]1[CH:15]=[CH:14][CH:13]=[C:12]([O:16][CH2:17][C:18]2[CH:23]=[CH:22][C:21]([C:24]3[CH:29]=[C:28]([O:30][CH3:31])[CH:27]=[CH:26][C:25]=3[F:32])=[C:20]([CH2:33][C:34]([CH3:37])([CH3:36])[CH3:35])[N:19]=2)[CH:11]=1)[CH2:4][C:5]([O:7]CC)=[O:6])[CH3:2].[OH-].[Na+].Cl, predict the reaction product. The product is: [CH3:36][C:34]([CH3:35])([CH3:37])[CH2:33][C:20]1[N:19]=[C:18]([CH2:17][O:16][C:12]2[CH:11]=[C:10]([N:3]([CH2:1][CH3:2])[CH2:4][C:5]([OH:7])=[O:6])[CH:15]=[CH:14][CH:13]=2)[CH:23]=[CH:22][C:21]=1[C:24]1[CH:29]=[C:28]([O:30][CH3:31])[CH:27]=[CH:26][C:25]=1[F:32]. (6) Given the reactants [CH2:1]([C:3]1[CH:10]=[C:9]([CH3:11])[CH:8]=[C:7]([CH2:12][CH3:13])[C:4]=1[CH:5]=[O:6])[CH3:2].[H-].[Al+3].[Li+].[H-].[H-].[H-].O.S(=O)(=O)(O)O, predict the reaction product. The product is: [CH2:1]([C:3]1[CH:10]=[C:9]([CH3:11])[CH:8]=[C:7]([CH2:12][CH3:13])[C:4]=1[CH2:5][OH:6])[CH3:2]. (7) Given the reactants Br[C:2]1[CH:3]=[N:4][C:5]2[N:6]([CH:8]=[C:9]([CH2:11][O:12][C:13]3[CH:18]=[CH:17][CH:16]=[CH:15][N:14]=3)[N:10]=2)[CH:7]=1.[F:19][C:20]1[CH:25]=[CH:24][C:23](B(O)O)=[C:22]([CH3:29])[CH:21]=1, predict the reaction product. The product is: [F:19][C:20]1[CH:25]=[CH:24][C:23]([C:2]2[CH:3]=[N:4][C:5]3[N:6]([CH:8]=[C:9]([CH2:11][O:12][C:13]4[CH:18]=[CH:17][CH:16]=[CH:15][N:14]=4)[N:10]=3)[CH:7]=2)=[C:22]([CH3:29])[CH:21]=1. (8) The product is: [F:9][C:10]1[CH:16]=[CH:15][C:13]([NH:14][C:1]([C:3]2[CH:8]=[CH:7][CH:6]=[CH:5][N:4]=2)=[NH:2])=[CH:12][CH:11]=1. Given the reactants [C:1]([C:3]1[CH:8]=[CH:7][CH:6]=[CH:5][N:4]=1)#[N:2].[F:9][C:10]1[CH:16]=[CH:15][C:13]([NH2:14])=[CH:12][CH:11]=1, predict the reaction product.